This data is from NCI-60 drug combinations with 297,098 pairs across 59 cell lines. The task is: Regression. Given two drug SMILES strings and cell line genomic features, predict the synergy score measuring deviation from expected non-interaction effect. (1) Drug 1: CCC1=CC2CC(C3=C(CN(C2)C1)C4=CC=CC=C4N3)(C5=C(C=C6C(=C5)C78CCN9C7C(C=CC9)(C(C(C8N6C)(C(=O)OC)O)OC(=O)C)CC)OC)C(=O)OC.C(C(C(=O)O)O)(C(=O)O)O. Drug 2: C1=CC=C(C=C1)NC(=O)CCCCCCC(=O)NO. Cell line: NCI-H322M. Synergy scores: CSS=26.1, Synergy_ZIP=0.360, Synergy_Bliss=2.93, Synergy_Loewe=-0.135, Synergy_HSA=3.70. (2) Drug 1: COC1=CC(=CC(=C1O)OC)C2C3C(COC3=O)C(C4=CC5=C(C=C24)OCO5)OC6C(C(C7C(O6)COC(O7)C8=CC=CS8)O)O. Drug 2: CN(CCCl)CCCl.Cl. Cell line: NCIH23. Synergy scores: CSS=61.1, Synergy_ZIP=3.42, Synergy_Bliss=4.24, Synergy_Loewe=-9.25, Synergy_HSA=7.32.